Dataset: Full USPTO retrosynthesis dataset with 1.9M reactions from patents (1976-2016). Task: Predict the reactants needed to synthesize the given product. Given the product [CH:1]1([CH2:7][NH:8][C:9]2[O:10][C:11]3[CH:17]=[C:16]([O:18][C:19]4[CH:24]=[CH:23][N:22]=[C:21]([CH2:25][N:50]5[C:46](=[O:56])[C:47]6[C:48](=[CH:52][CH:53]=[CH:54][CH:55]=6)[C:49]5=[O:51])[CH:20]=4)[CH:15]=[CH:14][C:12]=3[N:13]=2)[CH2:2][CH2:3][CH2:4][CH2:5][CH2:6]1, predict the reactants needed to synthesize it. The reactants are: [CH:1]1([CH2:7][NH:8][C:9]2[O:10][C:11]3[CH:17]=[C:16]([O:18][C:19]4[CH:24]=[CH:23][N:22]=[C:21]([CH2:25]O)[CH:20]=4)[CH:15]=[CH:14][C:12]=3[N:13]=2)[CH2:6][CH2:5][CH2:4][CH2:3][CH2:2]1.C1(P(C2C=CC=CC=2)C2C=CC=CC=2)C=CC=CC=1.[C:46]1(=[O:56])[NH:50][C:49](=[O:51])[C:48]2=[CH:52][CH:53]=[CH:54][CH:55]=[C:47]12.N(C(OC(C)C)=O)=NC(OC(C)C)=O.